Predict which catalyst facilitates the given reaction. From a dataset of Catalyst prediction with 721,799 reactions and 888 catalyst types from USPTO. (1) Reactant: [C:1]([O:7][CH2:8][CH3:9])(=[O:6])[CH2:2][C:3]([O-:5])=O.C([Li])CCC.C([O-])(=O)CC([O-])=O.[F:22][C:23]1([F:29])[CH2:25][CH:24]1C(Cl)=O.[Mn]([O-])(=O)(=O)=O.[K+].C(=O)([O-])O.[Na+]. Product: [CH2:8]([O:7][C:1](=[O:6])[CH2:2][C:3]([CH:24]1[CH2:25][C:23]1([F:29])[F:22])=[O:5])[CH3:9]. The catalyst class is: 220. (2) Reactant: C(=[N:14][C:15]1[CH:16]=[CH:17][C:18]([F:57])=[C:19]([C:21]2([CH:54]([F:56])[F:55])[CH2:27][CH2:26][S:25](=[O:29])(=[O:28])[CH2:24][C:23]([NH:30]C(C3C=CC(OC)=CC=3)(C3C=CC(OC)=CC=3)C3C=CC=CC=3)=[N:22]2)[CH:20]=1)(C1C=CC=CC=1)C1C=CC=CC=1.FC(F)(F)C(O)=O.C(=N)(C1C=CC=CC=1)C1C=CC=CC=1.Cl.C(=O)([O-])[O-].[Na+].[Na+]. Product: [NH2:14][C:15]1[CH:16]=[CH:17][C:18]([F:57])=[C:19]([C:21]2([CH:54]([F:56])[F:55])[CH2:27][CH2:26][S:25](=[O:29])(=[O:28])[CH2:24][C:23]([NH2:30])=[N:22]2)[CH:20]=1. The catalyst class is: 269. (3) Reactant: [CH3:1][O:2][C:3]1[CH:11]=[C:10]2[C:6]([C:7]([S:19][C:20]3[CH:25]=[CH:24][CH:23]=[CH:22][C:21]=3[N+:26]([O-:28])=[O:27])=[CH:8][N:9]2[CH2:12][C:13]2[CH:18]=[CH:17][CH:16]=[CH:15][N:14]=2)=[CH:5][CH:4]=1.[ClH:29]. Product: [ClH:29].[CH3:1][O:2][C:3]1[CH:11]=[C:10]2[C:6]([C:7]([S:19][C:20]3[CH:25]=[CH:24][CH:23]=[CH:22][C:21]=3[N+:26]([O-:28])=[O:27])=[CH:8][N:9]2[CH2:12][C:13]2[CH:18]=[CH:17][CH:16]=[CH:15][N:14]=2)=[CH:5][CH:4]=1. The catalyst class is: 2. (4) Reactant: [CH3:1][O:2][C:3]([C:5]1[N:6]([CH3:12])[C:7]([CH2:10][OH:11])=[N:8][CH:9]=1)=[O:4].[H-].[Na+].S(OC)(O[CH3:19])(=O)=O.ClCCl. Product: [CH3:1][O:2][C:3]([C:5]1[N:6]([CH3:12])[C:7]([CH2:10][O:11][CH3:19])=[N:8][CH:9]=1)=[O:4]. The catalyst class is: 9.